Dataset: Catalyst prediction with 721,799 reactions and 888 catalyst types from USPTO. Task: Predict which catalyst facilitates the given reaction. (1) Reactant: [C:1]1([C:7]([CH3:14])([CH3:13])[C:8](=[O:12])[C:9]([O-:11])=[O:10])[CH:6]=[CH:5][CH:4]=[CH:3][CH:2]=1.[CH3:15][Si](C=[N+]=[N-])(C)C. Product: [C:1]1([C:7]([CH3:14])([CH3:13])[C:8](=[O:12])[C:9]([O:11][CH3:15])=[O:10])[CH:6]=[CH:5][CH:4]=[CH:3][CH:2]=1. The catalyst class is: 798. (2) Reactant: [CH3:1][C:2](O)([CH3:15])[CH2:3][C:4]1[CH:9]=[CH:8][C:7]([O:10][C:11]([F:14])([F:13])[F:12])=[CH:6][CH:5]=1.C(N(S(F)(F)[F:23])CC)C. Product: [F:23][C:2]([CH3:15])([CH3:1])[CH2:3][C:4]1[CH:9]=[CH:8][C:7]([O:10][C:11]([F:14])([F:13])[F:12])=[CH:6][CH:5]=1. The catalyst class is: 280.